Dataset: Catalyst prediction with 721,799 reactions and 888 catalyst types from USPTO. Task: Predict which catalyst facilitates the given reaction. (1) Reactant: C([O:8][C:9]1[CH:14]=[C:13]([O:15][CH2:16][CH2:17][CH2:18][CH2:19][C:20]([CH3:24])([CH3:23])[CH2:21][NH2:22])[C:12]([CH2:25][CH3:26])=[CH:11][C:10]=1[CH2:27][CH3:28])C1C=CC=CC=1. Product: [CH2:27]([C:10]1[CH:11]=[C:12]([CH2:25][CH3:26])[C:13]([O:15][CH2:16][CH2:17][CH2:18][CH2:19][C:20]([CH3:23])([CH3:24])[CH2:21][NH2:22])=[CH:14][C:9]=1[OH:8])[CH3:28]. The catalyst class is: 8. (2) Reactant: [O:1]1[CH2:6][CH2:5][N:4]([CH2:7][C:8]2[CH:13]=[CH:12][C:11]([OH:14])=[CH:10][CH:9]=2)[CH2:3][CH2:2]1.C([O-])([O-])=O.[Cs+].[Cs+].Br[CH2:22][CH2:23][CH2:24][CH2:25][CH2:26][O:27][C:28]1[C:37]2[C:32](=[CH:33][C:34]([Cl:38])=[CH:35][CH:36]=2)[N:31]=[CH:30][CH:29]=1. Product: [O:1]1[CH2:2][CH2:3][N:4]([CH2:7][C:8]2[CH:13]=[CH:12][C:11]([O:14][CH2:22][CH2:23][CH2:24][CH2:25][CH2:26][O:27][C:28]3[C:37]4[C:32](=[CH:33][C:34]([Cl:38])=[CH:35][CH:36]=4)[N:31]=[CH:30][CH:29]=3)=[CH:10][CH:9]=2)[CH2:5][CH2:6]1. The catalyst class is: 3. (3) Reactant: Br[C:2]1[C:10]2[C:5](=[CH:6][N:7]=[CH:8][CH:9]=2)[S:4][C:3]=1[CH3:11].[CH2:12]([CH:14]([C:17]1[C:18]2[N:19]([C:24](I)=[C:25]([CH3:27])[N:26]=2)[N:20]=[C:21]([CH3:23])[CH:22]=1)[CH2:15][CH3:16])[CH3:13]. Product: [CH2:12]([CH:14]([C:17]1[C:18]2[N:19]([C:24]([C:2]3[C:10]4[C:5](=[CH:6][N:7]=[CH:8][CH:9]=4)[S:4][C:3]=3[CH3:11])=[C:25]([CH3:27])[N:26]=2)[N:20]=[C:21]([CH3:23])[CH:22]=1)[CH2:15][CH3:16])[CH3:13]. The catalyst class is: 324. (4) Reactant: [OH:1][CH:2]1[CH2:7][CH2:6][N:5]([C:8]([O:10][CH2:11][C:12]2[CH:17]=[CH:16][CH:15]=[CH:14][CH:13]=2)=[O:9])[CH2:4][CH2:3]1.[C:18]([O:22][C:23]([CH3:26])([CH3:25])[CH3:24])(=[O:21])[CH:19]=[CH2:20].C(O[K])(C)(C)C. Product: [C:23]([O:22][C:18](=[O:21])[CH2:19][CH2:20][O:1][CH:2]1[CH2:3][CH2:4][N:5]([C:8]([O:10][CH2:11][C:12]2[CH:17]=[CH:16][CH:15]=[CH:14][CH:13]=2)=[O:9])[CH2:6][CH2:7]1)([CH3:26])([CH3:25])[CH3:24]. The catalyst class is: 12. (5) Reactant: [P:1](=[O:5])([OH:4])([OH:3])[OH:2].[Br:6][C:7]1[CH:25]=[N:24][C:10]2[N:11]=[C:12]([N:18]3[CH2:21][CH:20]([NH:22][CH3:23])[CH2:19]3)[C:13]3[N:14]([CH:15]=[N:16][N:17]=3)[C:9]=2[CH:8]=1. Product: [P:1](=[O:2])([OH:5])([OH:4])[OH:3].[Br:6][C:7]1[CH:25]=[N:24][C:10]2[N:11]=[C:12]([N:18]3[CH2:21][CH:20]([NH:22][CH3:23])[CH2:19]3)[C:13]3[N:14]([CH:15]=[N:16][N:17]=3)[C:9]=2[CH:8]=1. The catalyst class is: 8. (6) Reactant: [Br:1][C:2]1[CH:3]=[CH:4][C:5]2[N:6]([C:16]3[CH:17]=[C:18]([CH:21]=[CH:22][CH:23]=3)[C:19]#[N:20])[C:7]3[C:12]([C:13]=2[CH:14]=1)=[CH:11][C:10]([Br:15])=[CH:9][CH:8]=3.[N-:24]=[N+:25]=[N-:26].[Na+].[Cl-].[NH4+].Cl. Product: [Br:1][C:2]1[CH:3]=[CH:4][C:5]2[N:6]([C:16]3[CH:23]=[CH:22][CH:21]=[C:18]([C:19]4[N:24]=[N:25][NH:26][N:20]=4)[CH:17]=3)[C:7]3[C:12]([C:13]=2[CH:14]=1)=[CH:11][C:10]([Br:15])=[CH:9][CH:8]=3. The catalyst class is: 9. (7) Reactant: [CH3:1][C:2]1[N:7]=[C:6]([C:8]([N:10]2[CH2:15][CH2:14][O:13][CH2:12][CH2:11]2)=[O:9])[CH:5]=[CH:4][C:3]=1[N+:16]([O-])=O.C(O)(=O)C.C(#N)C. Product: [NH2:16][C:3]1[CH:4]=[CH:5][C:6]([C:8]([N:10]2[CH2:15][CH2:14][O:13][CH2:12][CH2:11]2)=[O:9])=[N:7][C:2]=1[CH3:1]. The catalyst class is: 292. (8) Reactant: [CH3:1][O:2][C:3]1[CH:8]=[CH:7][C:6]([S:9][C:10]2[CH:18]=[CH:17][C:13]([C:14](Cl)=[O:15])=[CH:12][C:11]=2[NH:19][C:20]2[C:21]3[CH:29]=[CH:28][CH:27]=[N:26][C:22]=3[N:23]=[CH:24][N:25]=2)=[CH:5][CH:4]=1.[NH2:30][C:31]1[CH:38]=[CH:37][C:34]([C:35]#[N:36])=[CH:33][CH:32]=1.NC1C=C(O)C(C)=CC=1.C(C1C=CC2C(NC3C=C(C=CC=3SC3C=CC(OC)=CC=3)C(Cl)=O)=NC=NC=2N=1)(C)C. Product: [C:35]([C:34]1[CH:37]=[CH:38][C:31]([NH:30][C:14](=[O:15])[C:13]2[CH:17]=[CH:18][C:10]([S:9][C:6]3[CH:7]=[CH:8][C:3]([O:2][CH3:1])=[CH:4][CH:5]=3)=[C:11]([NH:19][C:20]3[C:21]4[CH:29]=[CH:28][CH:27]=[N:26][C:22]=4[N:23]=[CH:24][N:25]=3)[CH:12]=2)=[CH:32][CH:33]=1)#[N:36]. The catalyst class is: 5. (9) Reactant: C(OC([N:8]1[CH2:13][CH2:12][CH:11]([NH:14][C:15]2[S:16][C:17]3[CH2:23][CH2:22][CH2:21][CH:20]([C:24]4[CH:29]=[CH:28][CH:27]=[CH:26][CH:25]=4)[C:18]=3[N:19]=2)[CH2:10][CH2:9]1)=O)(C)(C)C.[ClH:30]. Product: [ClH:30].[ClH:30].[C:24]1([CH:20]2[C:18]3[N:19]=[C:15]([NH:14][CH:11]4[CH2:10][CH2:9][NH:8][CH2:13][CH2:12]4)[S:16][C:17]=3[CH2:23][CH2:22][CH2:21]2)[CH:29]=[CH:28][CH:27]=[CH:26][CH:25]=1. The catalyst class is: 343. (10) Reactant: [Br:1][CH:2](Br)[C:3]([C:5]1[CH:10]=[CH:9][C:8]([N:11]([CH3:13])[CH3:12])=[CH:7][CH:6]=1)=[O:4].P([O-])(OCC)OCC.C(N(CC)CC)C. Product: [Br:1][CH2:2][C:3]([C:5]1[CH:10]=[CH:9][C:8]([N:11]([CH3:13])[CH3:12])=[CH:7][CH:6]=1)=[O:4]. The catalyst class is: 7.